From a dataset of Aqueous solubility values for 9,982 compounds from the AqSolDB database. Regression/Classification. Given a drug SMILES string, predict its absorption, distribution, metabolism, or excretion properties. Task type varies by dataset: regression for continuous measurements (e.g., permeability, clearance, half-life) or binary classification for categorical outcomes (e.g., BBB penetration, CYP inhibition). For this dataset (solubility_aqsoldb), we predict Y. (1) The drug is O=C1c2c(O)ccc(O)c2C(=O)c2c(NCCNCCO)ccc(NCCNCCO)c21.[Cl-].[Cl-].[H+].[H+]. The Y is -1.84 log mol/L. (2) The compound is C[Si]1(C)O[Si](C)(C)O[Si](C)(C)O1. The Y is 0.653 log mol/L. (3) The drug is CC(C(=O)O)S(=O)(=O)c1ccccc1. The Y is -0.890 log mol/L.